Dataset: Catalyst prediction with 721,799 reactions and 888 catalyst types from USPTO. Task: Predict which catalyst facilitates the given reaction. (1) Reactant: [Cl:1][C:2]1[CH:7]=[C:6]([N+:8]([O-])=O)[CH:5]=[C:4]([Cl:11])[C:3]=1[S:12][C:13]1[CH:18]=[CH:17][C:16]([C:19]([F:22])([F:21])[F:20])=[CH:15][CH:14]=1.[Cl-].[NH4+].CO. Product: [Cl:11][C:4]1[CH:5]=[C:6]([CH:7]=[C:2]([Cl:1])[C:3]=1[S:12][C:13]1[CH:18]=[CH:17][C:16]([C:19]([F:21])([F:20])[F:22])=[CH:15][CH:14]=1)[NH2:8]. The catalyst class is: 150. (2) Reactant: [C:1]([C:3]1[C:4]([CH2:32][CH:33]([CH3:35])[CH3:34])=[N:5][C:6]2[C:11]([C:12]=1[C:13]1[CH:18]=[CH:17][C:16]([CH3:19])=[CH:15][CH:14]=1)=[CH:10][C:9]([O:20][CH2:21][CH2:22][O:23][CH2:24][C:25]([O:27][C:28]([CH3:31])([CH3:30])[CH3:29])=[O:26])=[CH:8][CH:7]=2)#[N:2].N. Product: [NH2:2][CH2:1][C:3]1[C:4]([CH2:32][CH:33]([CH3:35])[CH3:34])=[N:5][C:6]2[C:11]([C:12]=1[C:13]1[CH:14]=[CH:15][C:16]([CH3:19])=[CH:17][CH:18]=1)=[CH:10][C:9]([O:20][CH2:21][CH2:22][O:23][CH2:24][C:25]([O:27][C:28]([CH3:29])([CH3:30])[CH3:31])=[O:26])=[CH:8][CH:7]=2. The catalyst class is: 227.